From a dataset of Reaction yield outcomes from USPTO patents with 853,638 reactions. Predict the reaction yield, written as a fraction of the theoretical maximum amount of product (1.0 means a 100% yield; for example, 0.34 means a 34% yield). (1) The catalyst is ClCCl. The reactants are [NH2:1][CH2:2][C@@H:3]1[O:7][C@H:6]2[C@H:8]([O:13][CH2:14][C:15]3[CH:20]=[CH:19][CH:18]=[CH:17][CH:16]=3)[C@@H:9]([CH2:11][OH:12])[O:10][C@H:5]2[CH2:4]1.CCN(CC)CC.[C:28](Cl)(=[O:31])[CH:29]=[CH2:30]. The product is [CH2:14]([O:13][C@@H:8]1[C@@H:9]([CH2:11][OH:12])[O:10][C@H:5]2[CH2:4][C@H:3]([CH2:2][NH:1][C:28](=[O:31])[CH:29]=[CH2:30])[O:7][C@@H:6]12)[C:15]1[CH:20]=[CH:19][CH:18]=[CH:17][CH:16]=1. The yield is 0.900. (2) The reactants are [F:1][C:2]1[CH:3]=[C:4]([CH:18]=[CH:19][CH:20]=1)[CH2:5][O:6][C:7]1[CH:12]=[CH:11][C:10]([C:13]#[C:14][C:15](O)=[O:16])=[CH:9][CH:8]=1.[CH3:21][NH2:22]. No catalyst specified. The product is [CH3:21][NH:22][C:15](=[O:16])[C:14]#[C:13][C:10]1[CH:11]=[CH:12][C:7]([O:6][CH2:5][C:4]2[CH:18]=[CH:19][CH:20]=[C:2]([F:1])[CH:3]=2)=[CH:8][CH:9]=1. The yield is 0.450. (3) The reactants are [N+:1]([C:4]1[C:5]([CH2:14][OH:15])=[C:6]2[C:11](=[CH:12][CH:13]=1)[N:10]=[CH:9][CH:8]=[CH:7]2)([O-])=O.O. The catalyst is CN(C=O)C.[NH4+].[Cl-].[Zn]. The product is [NH2:1][C:4]1[C:5]([CH2:14][OH:15])=[C:6]2[C:11](=[CH:12][CH:13]=1)[N:10]=[CH:9][CH:8]=[CH:7]2. The yield is 0.850. (4) The yield is 0.323. The catalyst is CCO. The reactants are [O-]CC.[Na+].[C:5]([CH2:7][C:8]([NH2:10])=[O:9])#[N:6].[N:11]1([CH2:17][C:18]#[C:19][C:20](=O)[CH3:21])[CH2:16][CH2:15][O:14][CH2:13][CH2:12]1.Cl. The product is [CH3:21][C:20]1[NH:10][C:8](=[O:9])[C:7]([C:5]#[N:6])=[C:18]([CH2:17][N:11]2[CH2:16][CH2:15][O:14][CH2:13][CH2:12]2)[CH:19]=1. (5) The yield is 0.836. The product is [N:1]1[C:9]2[CH2:8][CH2:7][N:6]([C:21]([O:20][C:17]([CH3:19])([CH3:18])[CH3:16])=[O:22])[CH2:5][C:4]=2[NH:3][CH:2]=1. The catalyst is O1CCOCC1.O. The reactants are [N:1]1[C:9]2[CH2:8][CH2:7][NH:6][CH2:5][C:4]=2[NH:3][CH:2]=1.C([O-])([O-])=O.[Na+].[Na+].[CH3:16][C:17]([O:20][C:21](O[C:21]([O:20][C:17]([CH3:19])([CH3:18])[CH3:16])=[O:22])=[O:22])([CH3:19])[CH3:18]. (6) The reactants are [C:1]([C:4]1[CH:9]=[C:8]([N:10]2[CH2:15][CH2:14][O:13][CH2:12][CH2:11]2)[CH:7]=[CH:6][C:5]=1[NH:16][C:17](=O)[C:18]1[CH:23]=[CH:22][CH:21]=[CH:20][C:19]=1[O:24][CH2:25][C:26]1[CH:31]=[CH:30][CH:29]=[CH:28][CH:27]=1)(=[O:3])[CH3:2].[OH-].[Na+]. The catalyst is O1CCOCC1. The product is [CH2:25]([O:24][C:19]1[CH:20]=[CH:21][CH:22]=[CH:23][C:18]=1[C:17]1[CH2:2][C:1](=[O:3])[C:4]2[C:5](=[CH:6][CH:7]=[C:8]([N:10]3[CH2:15][CH2:14][O:13][CH2:12][CH2:11]3)[CH:9]=2)[N:16]=1)[C:26]1[CH:31]=[CH:30][CH:29]=[CH:28][CH:27]=1. The yield is 0.654. (7) The reactants are [CH2:1]([C:8]1[CH:19]=[CH:18][C:11]([O:12][C@@H:13]2[CH2:17][CH2:16][NH:15][CH2:14]2)=[CH:10][CH:9]=1)[C:2]1[CH:7]=[CH:6][CH:5]=[CH:4][CH:3]=1.[CH3:20][O:21][C:22](=[O:27])[CH2:23][CH2:24][CH2:25]Br. The catalyst is C(Cl)Cl.C(N(CC)CC)C. The product is [CH3:20][O:21][C:22](=[O:27])[CH2:23][CH2:24][CH2:25][N:15]1[CH2:16][CH2:17][C@@H:13]([O:12][C:11]2[CH:18]=[CH:19][C:8]([CH2:1][C:2]3[CH:3]=[CH:4][CH:5]=[CH:6][CH:7]=3)=[CH:9][CH:10]=2)[CH2:14]1. The yield is 0.400.